Dataset: Forward reaction prediction with 1.9M reactions from USPTO patents (1976-2016). Task: Predict the product of the given reaction. (1) Given the reactants Cl[CH2:2][C:3]1[C:4]([S:9][CH:10]2[CH2:14][CH2:13][CH2:12][CH2:11]2)=[N:5][CH:6]=[CH:7][CH:8]=1.C[O:16][C:17](=[O:29])[CH2:18][C@H:19]1[C:23]2[CH:24]=[CH:25][C:26]([OH:28])=[CH:27][C:22]=2[O:21][CH2:20]1, predict the reaction product. The product is: [CH:10]1([S:9][C:4]2[C:3]([CH2:2][O:28][C:26]3[CH:25]=[CH:24][C:23]4[C@H:19]([CH2:18][C:17]([OH:29])=[O:16])[CH2:20][O:21][C:22]=4[CH:27]=3)=[CH:8][CH:7]=[CH:6][N:5]=2)[CH2:14][CH2:13][CH2:12][CH2:11]1. (2) Given the reactants [OH:1][C@@H:2]([C@@H:20]([NH:28]C(=O)C(F)(F)F)[CH2:21][C:22]1[CH:27]=[CH:26][CH:25]=[CH:24][CH:23]=1)[CH2:3][N:4]([CH2:13][CH:14]1[CH2:19][CH2:18][CH2:17][CH2:16][CH2:15]1)[NH:5][C:6]([O:8][C:9]([CH3:12])([CH3:11])[CH3:10])=[O:7], predict the reaction product. The product is: [OH:1][C@@H:2]([C@@H:20]([NH2:28])[CH2:21][C:22]1[CH:27]=[CH:26][CH:25]=[CH:24][CH:23]=1)[CH2:3][N:4]([CH2:13][CH:14]1[CH2:15][CH2:16][CH2:17][CH2:18][CH2:19]1)[NH:5][C:6]([O:8][C:9]([CH3:12])([CH3:10])[CH3:11])=[O:7]. (3) Given the reactants C([O:5][C:6](=[O:19])[CH2:7][CH2:8][C:9]1[C:18]2[C:13](=[CH:14][CH:15]=[CH:16][CH:17]=2)[CH:12]=[N:11][CH:10]=1)(C)(C)C.C(O)(C(F)(F)F)=O, predict the reaction product. The product is: [CH:12]1[C:13]2[C:18](=[CH:17][CH:16]=[CH:15][CH:14]=2)[C:9]([CH2:8][CH2:7][C:6]([OH:19])=[O:5])=[CH:10][N:11]=1. (4) Given the reactants [Br:1][C:2]1[CH:7]=[CH:6][CH:5]=[CH:4][C:3]=1[C:8]1(O)[C:20]2[CH:19]=[CH:18][CH:17]=[CH:16][C:15]=2[C:14]2[C:9]1=[CH:10][CH:11]=[CH:12][CH:13]=2.[C:22]1([C:47]2[CH:52]=[CH:51][CH:50]=[CH:49][CH:48]=2)[CH:27]=[CH:26][C:25]([N:28]([C:35]2[CH:40]=[CH:39][C:38]([C:41]3[CH:46]=[CH:45][CH:44]=[CH:43][CH:42]=3)=[CH:37][CH:36]=2)[C:29]2[CH:34]=[CH:33][CH:32]=[CH:31][CH:30]=2)=[CH:24][CH:23]=1.FC(F)(F)S(O)(=O)=O.O1CCOCC1, predict the reaction product. The product is: [C:38]1([C:41]2[CH:42]=[CH:43][CH:44]=[CH:45][CH:46]=2)[CH:37]=[CH:36][C:35]([N:28]([C:25]2[CH:26]=[CH:27][C:22]([C:47]3[CH:52]=[CH:51][CH:50]=[CH:49][CH:48]=3)=[CH:23][CH:24]=2)[C:29]2[CH:34]=[CH:33][C:32]([C:8]3([C:3]4[CH:4]=[CH:5][CH:6]=[CH:7][C:2]=4[Br:1])[C:20]4[CH:19]=[CH:18][CH:17]=[CH:16][C:15]=4[C:14]4[C:9]3=[CH:10][CH:11]=[CH:12][CH:13]=4)=[CH:31][CH:30]=2)=[CH:40][CH:39]=1. (5) Given the reactants C[O:2][C:3]([C:5]1[C:9]([C:10]2[CH:15]=[CH:14][C:13]([F:16])=[CH:12][CH:11]=2)=[N:8][N:7]([CH3:17])[N:6]=1)=[O:4].[OH-].[Na+].Cl, predict the reaction product. The product is: [F:16][C:13]1[CH:14]=[CH:15][C:10]([C:9]2[C:5]([C:3]([OH:4])=[O:2])=[N:6][N:7]([CH3:17])[N:8]=2)=[CH:11][CH:12]=1. (6) Given the reactants C(OC(N(C)[C@@H](C)C(N[C@@H](C(C)(C)C)C(N1[C@H](C(N[C@@H](CC2C=CC=CC=2)C(O)=O)=O)CC2C(=CC([C@H]3C[C@@H](C(=O)N[C@H]4C5C(=CC=CC=5)CCC4)N(C(=O)[C@@H](NC(=O)[C@@H](N(C(OC(C)(C)C)=O)C)C)C(C)(C)C)C3)=CC=2)C1)=O)=O)=O)(C)(C)C.[CH3:85][C:86]1[O:90][C:89]([C@@H:91]([NH:99]C(=O)OC(C)(C)C)[CH2:92][C:93]2[CH:98]=[CH:97][CH:96]=[CH:95][CH:94]=2)=[N:88][N:87]=1, predict the reaction product. The product is: [CH3:85][C:86]1[O:90][C:89]([C@@H:91]([NH2:99])[CH2:92][C:93]2[CH:98]=[CH:97][CH:96]=[CH:95][CH:94]=2)=[N:88][N:87]=1. (7) Given the reactants [CH:1]1[CH:6]=[C:5]2[C:7]([CH:10]=O)=[CH:8][S:9][C:4]2=[CH:3][CH:2]=1.[S:12]([NH2:16])([NH2:15])(=[O:14])=[O:13].S(=O)(=O)(O)N.[BH4-].[Na+].Cl, predict the reaction product. The product is: [S:9]1[CH:8]=[C:7]([CH2:10][NH:15][S:12]([NH2:16])(=[O:14])=[O:13])[C:5]2[CH:6]=[CH:1][CH:2]=[CH:3][C:4]1=2. (8) Given the reactants [CH2:1]([C:3]1[CH:25]=[CH:24][CH:23]=[CH:22][C:4]=1[NH:5][C:6]1[C:15]2[C:10](=[CH:11][C:12]([OH:18])=[C:13]([O:16][CH3:17])[CH:14]=2)[N:9]=[CH:8][C:7]=1[C:19]([NH2:21])=[O:20])[CH3:2].Br[CH2:27][CH2:28][CH2:29][CH2:30]Cl.C([O-])([O-])=O.[Cs+].[Cs+].[NH:38]1[CH2:43][CH2:42][O:41][CH2:40][CH2:39]1, predict the reaction product. The product is: [CH2:1]([C:3]1[CH:25]=[CH:24][CH:23]=[CH:22][C:4]=1[NH:5][C:6]1[C:15]2[C:10](=[CH:11][C:12]([O:18][CH2:27][CH2:28][CH2:29][CH2:30][N:38]3[CH2:43][CH2:42][O:41][CH2:40][CH2:39]3)=[C:13]([O:16][CH3:17])[CH:14]=2)[N:9]=[CH:8][C:7]=1[C:19]([NH2:21])=[O:20])[CH3:2].